Dataset: Reaction yield outcomes from USPTO patents with 853,638 reactions. Task: Predict the reaction yield, written as a fraction of the theoretical maximum amount of product (1.0 means a 100% yield; for example, 0.34 means a 34% yield). (1) The reactants are [F:1][C:2]1[CH:34]=[CH:33][C:5]([O:6][CH2:7][CH:8]2[CH2:13][CH2:12][N:11]([C:14](=[O:32])/[CH:15]=[CH:16]/[C:17]3[CH:18]=[C:19]4[C:24](=[N:25][CH:26]=3)[NH:23][C:22](=[O:27])[CH:21]([C:28](OC)=[O:29])[CH2:20]4)[CH2:10][CH2:9]2)=[CH:4][CH:3]=1.[OH-].[NH4+:36]. The catalyst is N. The product is [F:1][C:2]1[CH:3]=[CH:4][C:5]([O:6][CH2:7][CH:8]2[CH2:13][CH2:12][N:11]([C:14](=[O:32])/[CH:15]=[CH:16]/[C:17]3[CH:18]=[C:19]4[C:24](=[N:25][CH:26]=3)[NH:23][C:22](=[O:27])[CH:21]([C:28]([NH2:36])=[O:29])[CH2:20]4)[CH2:10][CH2:9]2)=[CH:33][CH:34]=1. The yield is 0.120. (2) The reactants are Cl.Cl[CH2:3][C:4]1[C:13]2[C:8](=[CH:9][CH:10]=[CH:11][CH:12]=2)[N:7]=[C:6]([CH3:14])[CH:5]=1.[CH3:15][S:16]([C:19]1[CH:24]=[CH:23][C:22]([OH:25])=[CH:21][CH:20]=1)(=[O:18])=[O:17].[OH-].[Na+].O. The catalyst is C(O)C. The product is [CH3:15][S:16]([C:19]1[CH:24]=[CH:23][C:22]([O:25][CH2:3][C:4]2[C:13]3[C:8](=[CH:9][CH:10]=[CH:11][CH:12]=3)[N:7]=[C:6]([CH3:14])[CH:5]=2)=[CH:21][CH:20]=1)(=[O:17])=[O:18]. The yield is 0.935. (3) The reactants are [CH2:1]([O:3][C:4]([C:6]1[CH:7]=[N:8][N:9]2[C:14]([CH:15]3[CH2:20][CH2:19][CH2:18][CH2:17][CH2:16]3)=[C:13]([C:21]3[CH:26]=[CH:25][C:24](I)=[CH:23][CH:22]=3)[CH:12]=[N:11][C:10]=12)=[O:5])[CH3:2].[CH3:28][O:29][C:30]1[CH:31]=[C:32](B(O)O)[CH:33]=[CH:34][CH:35]=1.P([O-])([O-])([O-])=O.[K+].[K+].[K+].O1CCOCC1. The catalyst is [Pd].C(OCC)(=O)C. The product is [CH2:1]([O:3][C:4]([C:6]1[CH:7]=[N:8][N:9]2[C:14]([CH:15]3[CH2:20][CH2:19][CH2:18][CH2:17][CH2:16]3)=[C:13]([C:21]3[CH:26]=[CH:25][C:24]([C:34]4[CH:33]=[CH:32][CH:31]=[C:30]([O:29][CH3:28])[CH:35]=4)=[CH:23][CH:22]=3)[CH:12]=[N:11][C:10]=12)=[O:5])[CH3:2]. The yield is 0.820. (4) The reactants are Cl.C[O:3][C:4](=[O:38])[C:5]1[CH:10]=[CH:9][C:8]([O:11][C:12]2[CH:17]=[CH:16][C:15]([CH2:18][C@H:19]([NH2:37])[C:20]3[N:21]([CH2:33][CH2:34][CH2:35][CH3:36])[CH:22]=[C:23]([C:25]4[CH:30]=[CH:29][C:28]([Cl:31])=[CH:27][C:26]=4[Cl:32])[N:24]=3)=[CH:14][CH:13]=2)=[CH:7][CH:6]=1.[C:39]([NH:46][CH2:47][CH2:48][CH2:49][C:50]([OH:52])=O)([O:41]C(C)(C)C)=O.[F:53][C:54]1[CH:55]=[C:56]([CH:60]=[CH:61][C:62]=1[O:63][CH3:64])C(O)=O. No catalyst specified. The product is [CH2:33]([N:21]1[CH:22]=[C:23]([C:25]2[CH:30]=[CH:29][C:28]([Cl:31])=[CH:27][C:26]=2[Cl:32])[N:24]=[C:20]1[C@@H:19]([NH:37][C:50](=[O:52])[CH2:49][CH2:48][CH2:47][NH:46][C:39](=[O:41])[C:56]1[CH:60]=[CH:61][C:62]([O:63][CH3:64])=[C:54]([F:53])[CH:55]=1)[CH2:18][C:15]1[CH:16]=[CH:17][C:12]([O:11][C:8]2[CH:7]=[CH:6][C:5]([C:4]([OH:3])=[O:38])=[CH:10][CH:9]=2)=[CH:13][CH:14]=1)[CH2:34][CH2:35][CH3:36]. The yield is 0.350. (5) The reactants are N(C(OCC)=O)=NC(OCC)=O.O[CH2:14][CH:15]([N:30]1[CH:34]=[C:33]([N+:35]([O-:37])=[O:36])[CH:32]=[N:31]1)[CH2:16][C:17]1[C:26]2[C:21](=[CH:22][CH:23]=[C:24]([O:27][CH3:28])[CH:25]=2)[N:20]=[CH:19][C:18]=1[OH:29].C1(P(C2C=CC=CC=2)C2C=CC=CC=2)C=CC=CC=1.C(OCC)(=O)C. The catalyst is CN(C)C=O. The product is [CH3:28][O:27][C:24]1[CH:25]=[C:26]2[C:21](=[CH:22][CH:23]=1)[N:20]=[CH:19][C:18]1[O:29][CH2:14][CH:15]([N:30]3[CH:34]=[C:33]([N+:35]([O-:37])=[O:36])[CH:32]=[N:31]3)[CH2:16][C:17]2=1. The yield is 0.630. (6) The reactants are C([O:4][C:5]([CH3:33])([CH2:7][CH2:8][C:9]1[N:13]2[CH:14]=[C:15]([C:18]3[N:25]4[C:21]([O:22][CH:23]=[CH:24]4)=[N:20][C:19]=3[C:26]3[CH:31]=[CH:30][C:29]([F:32])=[CH:28][CH:27]=3)[CH:16]=[CH:17][C:12]2=[N:11][N:10]=1)[CH3:6])(=O)C.Cl.[OH-].[Na+]. The catalyst is O1CCOCC1. The product is [F:32][C:29]1[CH:30]=[CH:31][C:26]([C:19]2[N:20]=[C:21]3[N:25]([C:18]=2[C:15]2[CH:16]=[CH:17][C:12]4[N:13]([C:9]([CH2:8][CH2:7][C:5]([CH3:33])([OH:4])[CH3:6])=[N:10][N:11]=4)[CH:14]=2)[CH:24]=[CH:23][O:22]3)=[CH:27][CH:28]=1. The yield is 0.210.